This data is from Reaction yield outcomes from USPTO patents with 853,638 reactions. The task is: Predict the reaction yield, written as a fraction of the theoretical maximum amount of product (1.0 means a 100% yield; for example, 0.34 means a 34% yield). (1) The reactants are [CH3:1][C:2]1[CH:3]=[C:4]([C:7]2[CH:11]=[CH:10][NH:9][N:8]=2)[S:5][CH:6]=1.[H-].[Na+].[CH2:14](I)[CH3:15].O. The catalyst is CN(C)C=O.CC(OC)(C)C. The product is [CH2:14]([N:9]1[CH:10]=[CH:11][C:7]([C:4]2[S:5][CH:6]=[C:2]([CH3:1])[CH:3]=2)=[N:8]1)[CH3:15].[CH2:14]([N:8]1[C:7]([C:4]2[S:5][CH:6]=[C:2]([CH3:1])[CH:3]=2)=[CH:11][CH:10]=[N:9]1)[CH3:15]. The yield is 0.680. (2) The reactants are [NH2:1][C:2]1[CH:11]=[CH:10][C:5]([C:6]([O:8]C)=[O:7])=[CH:4][C:3]=1[I:12].N([O-])=O.[Na+].[N-:17]=[N+:18]=[N-].[Na+]. The catalyst is C1COCC1.Cl.O. The product is [N:1]([C:2]1[CH:11]=[CH:10][C:5]([C:6]([OH:8])=[O:7])=[CH:4][C:3]=1[I:12])=[N+:17]=[N-:18]. The yield is 0.950.